Regression/Classification. Given a drug SMILES string, predict its absorption, distribution, metabolism, or excretion properties. Task type varies by dataset: regression for continuous measurements (e.g., permeability, clearance, half-life) or binary classification for categorical outcomes (e.g., BBB penetration, CYP inhibition). Dataset: cyp3a4_veith. From a dataset of CYP3A4 inhibition data for predicting drug metabolism from PubChem BioAssay. (1) The compound is CN1C[C@H](C(=O)N[C@]2(C)O[C@@]3(O)[C@H]4CCCN4C(=O)[C@H](Cc4ccccc4)N3C2=O)C[C@H]2c3cccc4[nH]cc(c34)C[C@@H]21. The result is 1 (inhibitor). (2) The molecule is COCCNc1ncnc2ccc(-c3cccc(NS(C)(=O)=O)c3)cc12. The result is 1 (inhibitor).